Dataset: Catalyst prediction with 721,799 reactions and 888 catalyst types from USPTO. Task: Predict which catalyst facilitates the given reaction. (1) Reactant: [CH2:1]1[C:13]2[C:14]3[N:5]([CH2:6][CH:7]([C:15]([O:17][C:18]([CH3:21])([CH3:20])[CH3:19])=[O:16])[NH:8][C:9]=3[CH:10]=[CH:11][CH:12]=2)[CH2:4][CH2:3][NH:2]1.C(N(CC)C(C)C)(C)C.[CH:31]1([C:34](Cl)=[O:35])[CH2:33][CH2:32]1.C(O)(=O)CC(CC(O)=O)(C(O)=O)O. Product: [CH:31]1([C:34]([CH:1]2[C:13]3[C:14]4[N:5]([CH2:6][CH:7]([C:15]([O:17][C:18]([CH3:21])([CH3:20])[CH3:19])=[O:16])[NH:8][C:9]=4[CH:10]=[CH:11][CH:12]=3)[CH2:4][CH2:3][NH:2]2)=[O:35])[CH2:33][CH2:32]1. The catalyst class is: 4. (2) Reactant: O.[I-:2].[I-:2].[I-:2].[I-:2].[CH2:6]([C:8]1[C:21]2[C:12](=[S+:13][C:14]3[C:19]([N:20]=2)=[C:18]([CH2:22][CH3:23])[CH:17]=[CH:16][CH:15]=3)[CH:11]=[CH:10][CH:9]=1)[CH3:7].[CH2:22]([C:18]1[C:19]2[C:14](=[S+:13][C:12]3[C:21]([N:20]=2)=[C:8]([CH2:6][CH3:7])[CH:9]=[CH:10][CH:11]=3)[CH:15]=[CH:16][CH:17]=1)[CH3:23].[CH2:22]([C:18]1[C:19]2[C:14](=[S+:13][C:12]3[C:21]([N:20]=2)=[C:8]([CH2:6][CH3:7])[CH:9]=[CH:10][CH:11]=3)[CH:15]=[CH:16][CH:17]=1)[CH3:23].[CH2:22]([C:18]1[C:19]2[C:14](=[S+:13][C:12]3[C:21]([N:20]=2)=[C:8]([CH2:6][CH3:7])[CH:9]=[CH:10][CH:11]=3)[CH:15]=[CH:16][CH:17]=1)[CH3:23].Cl.[N:79]1([S:85]([NH2:88])(=[O:87])=[O:86])[CH2:84][CH2:83][NH:82][CH2:81][CH2:80]1.C(N(CC)CC)C.[NH:96]1[CH2:101][CH2:100][O:99][CH2:98][CH2:97]1. Product: [I-:2].[CH2:22]([C:18]1[C:19]2[C:14](=[S+:13][C:12]3[C:21]([N:20]=2)=[C:8]([CH2:6][CH3:7])[CH:9]=[C:10]([N:82]2[CH2:83][CH2:84][N:79]([S:85](=[O:87])(=[O:86])[NH2:88])[CH2:80][CH2:81]2)[CH:11]=3)[CH:15]=[C:16]([N:96]2[CH2:101][CH2:100][O:99][CH2:98][CH2:97]2)[CH:17]=1)[CH3:23]. The catalyst class is: 147. (3) Reactant: C(O[C:6]([N:8]1[CH2:12][CH2:11][C@@H:10]([C:13]([OH:15])=O)[CH2:9]1)=[O:7])(C)(C)C.[CH3:16]N(C(ON1N=NC2C=CC=CC1=2)=[N+](C)C)C.F[P-](F)(F)(F)(F)F.CCN(CC)CC.[F:47][CH:48]([F:74])[C:49]1[CH:50]=[C:51]([C:57]2[C:66]3[C:61](=[CH:62][CH:63]=[C:64]([O:68][C@H:69]4[CH2:73][CH2:72][NH:71][CH2:70]4)[C:65]=3[CH3:67])[N:60]=[CH:59][CH:58]=2)[CH:52]=[N:53][C:54]=1[O:55][CH3:56].C(O)(C(F)(F)F)=O.C(Cl)(=O)C. Product: [F:74][CH:48]([F:47])[C:49]1[CH:50]=[C:51]([C:57]2[C:66]3[C:61](=[CH:62][CH:63]=[C:64]([O:68][C@H:69]4[CH2:73][CH2:72][N:71]([C:13]([C@@H:10]5[CH2:11][CH2:12][N:8]([C:6](=[O:7])[CH3:16])[CH2:9]5)=[O:15])[CH2:70]4)[C:65]=3[CH3:67])[N:60]=[CH:59][CH:58]=2)[CH:52]=[N:53][C:54]=1[O:55][CH3:56]. The catalyst class is: 3. (4) Reactant: [N:1]1[CH:6]=[CH:5][CH:4]=[C:3]([O:7][C:8]2[CH:23]=[CH:22][C:11]([C:12]([O:14]CC3C=CC=CC=3)=[O:13])=[CH:10][CH:9]=2)[CH:2]=1. Product: [N:1]1[CH:6]=[CH:5][CH:4]=[C:3]([O:7][C:8]2[CH:23]=[CH:22][C:11]([C:12]([OH:14])=[O:13])=[CH:10][CH:9]=2)[CH:2]=1. The catalyst class is: 29. (5) Reactant: COC1C=CC(C[N:8]2[CH2:14][CH2:13][C:12]([C:15]([O:17][CH3:18])=[O:16])=[CH:11][C:10]3[C:19]([NH:23][C:24]4[CH:29]=[CH:28][C:27]([O:30][C:31]5[CH:32]=[N:33][C:34]([CH3:37])=[CH:35][CH:36]=5)=[C:26]([CH3:38])[CH:25]=4)=[N:20][CH:21]=[N:22][C:9]2=3)=CC=1.FC(F)(F)C(O)=O. Product: [CH3:38][C:26]1[CH:25]=[C:24]([NH:23][C:19]2[C:10]3[CH:11]=[C:12]([C:15]([O:17][CH3:18])=[O:16])[CH2:13][CH2:14][NH:8][C:9]=3[N:22]=[CH:21][N:20]=2)[CH:29]=[CH:28][C:27]=1[O:30][C:31]1[CH:32]=[N:33][C:34]([CH3:37])=[CH:35][CH:36]=1. The catalyst class is: 26. (6) Reactant: N#N.C([O:5][C:6]([C:8]1[N:9]=[C:10]([C:13]2([CH3:18])[O:17][CH2:16][CH2:15][O:14]2)[O:11][CH:12]=1)=O)C.[H-].[H-].[H-].[H-].[Li+].[Al+3].[OH-].[Na+]. Product: [CH3:18][C:13]1([C:10]2[O:11][CH:12]=[C:8]([CH2:6][OH:5])[N:9]=2)[O:17][CH2:16][CH2:15][O:14]1. The catalyst class is: 20. (7) Reactant: C(OC(OC(C)(C)C)=O)(OC(C)(C)C)=O.[NH2:16][C@H:17]1[CH2:22][CH2:21][C@H:20]([NH:23][C:24]2[CH:25]=[C:26]([N:43]([CH:53]3[CH2:55][CH2:54]3)CC3C=CC(OC)=CC=3)[C:27]3[N:28]([C:30]([C:33]([NH:35][C:36]4[CH:41]=[CH:40][N:39]=[CH:38][C:37]=4[F:42])=[O:34])=[CH:31][N:32]=3)[N:29]=2)[CH2:19][CH2:18]1.[N:56]1([C:62](OC(C)(C)C)=[O:63])[CH2:61][CH2:60][NH:59][CH2:58][CH2:57]1.C(O)(C(F)(F)F)=O. Product: [CH:53]1([NH:43][C:26]2[C:27]3[N:28]([C:30]([C:33]([NH:35][C:36]4[CH:41]=[CH:40][N:39]=[CH:38][C:37]=4[F:42])=[O:34])=[CH:31][N:32]=3)[N:29]=[C:24]([NH:23][C@H:20]3[CH2:21][CH2:22][C@H:17]([NH:16][C:62]([N:56]4[CH2:61][CH2:60][NH:59][CH2:58][CH2:57]4)=[O:63])[CH2:18][CH2:19]3)[CH:25]=2)[CH2:54][CH2:55]1. The catalyst class is: 154. (8) Reactant: Cl[C:2]1[CH:7]=[CH:6][C:5]([N+:8]([O-:10])=[O:9])=[CH:4][N:3]=1.[F:11][C:12]([F:16])([F:15])[CH2:13][NH2:14].C(N(CC)C(C)C)(C)C. Product: [N+:8]([C:5]1[CH:6]=[CH:7][C:2]([NH:14][CH2:13][C:12]([F:16])([F:15])[F:11])=[N:3][CH:4]=1)([O-:10])=[O:9]. The catalyst class is: 60.